This data is from Reaction yield outcomes from USPTO patents with 853,638 reactions. The task is: Predict the reaction yield, written as a fraction of the theoretical maximum amount of product (1.0 means a 100% yield; for example, 0.34 means a 34% yield). (1) The reactants are [F:1][C:2]([F:12])([F:11])[CH2:3][CH2:4][S:5][CH2:6][CH2:7][C:8](O)=[O:9].S(Cl)([Cl:15])=O. The catalyst is ClCCl. The product is [F:1][C:2]([F:12])([F:11])[CH2:3][CH2:4][S:5][CH2:6][CH2:7][C:8]([Cl:15])=[O:9]. The yield is 0.860. (2) The yield is 0.750. The product is [CH2:28]([O:30][C:31](=[O:56])[CH2:32][CH2:33][CH2:34][O:35][C:36]1[CH:41]=[CH:40][CH:39]=[C:38]([CH2:42][CH2:43][CH2:44][CH2:45][CH2:46][CH2:47][O:16][C:14]2[CH:13]=[C:12]([C:17](=[O:21])[CH:18]([CH3:19])[CH3:20])[CH:11]=[C:10]([C:8]3[CH:7]=[CH:6][C:5]4[O:1][CH2:2][O:3][C:4]=4[CH:9]=3)[CH:15]=2)[C:37]=1[CH2:49][CH2:50][C:51]([O:53][CH2:54][CH3:55])=[O:52])[CH3:29]. The catalyst is CC(C)=O.CN(C=O)C. The reactants are [O:1]1[C:5]2[CH:6]=[CH:7][C:8]([C:10]3[CH:11]=[C:12]([C:17](=[O:21])[CH:18]([CH3:20])[CH3:19])[CH:13]=[C:14]([OH:16])[CH:15]=3)=[CH:9][C:4]=2[O:3][CH2:2]1.C(=O)([O-])[O-].[Cs+].[Cs+].[CH2:28]([O:30][C:31](=[O:56])[CH2:32][CH2:33][CH2:34][O:35][C:36]1[CH:41]=[CH:40][CH:39]=[C:38]([CH2:42][CH2:43][CH2:44][CH2:45][CH2:46][CH2:47]Br)[C:37]=1[CH2:49][CH2:50][C:51]([O:53][CH2:54][CH3:55])=[O:52])[CH3:29].